Dataset: Peptide-MHC class II binding affinity with 134,281 pairs from IEDB. Task: Regression. Given a peptide amino acid sequence and an MHC pseudo amino acid sequence, predict their binding affinity value. This is MHC class II binding data. (1) The peptide sequence is IGSFFYFPSIGMQRT. The binding affinity (normalized) is 0.913. The MHC is DRB5_0101 with pseudo-sequence DRB5_0101. (2) The MHC is DRB1_0301 with pseudo-sequence DRB1_0301. The peptide sequence is KFDALSGSQEVEFIG. The binding affinity (normalized) is 0.